This data is from Forward reaction prediction with 1.9M reactions from USPTO patents (1976-2016). The task is: Predict the product of the given reaction. (1) Given the reactants [Br:1][C:2]1[CH:10]=[C:9]([O:11][CH3:12])[CH:8]=[C:7]2[C:3]=1[CH:4]=[N:5][NH:6]2.[CH2:13]([O:20][C:21]1[CH:26]=[CH:25][C:24](B(O)O)=[CH:23][C:22]=1[F:30])[C:14]1[CH:19]=[CH:18][CH:17]=[CH:16][CH:15]=1.N1C=CC=CC=1, predict the reaction product. The product is: [Br:1][C:2]1[CH:10]=[C:9]([O:11][CH3:12])[CH:8]=[C:7]2[C:3]=1[CH:4]=[N:5][N:6]2[C:24]1[CH:25]=[CH:26][C:21]([O:20][CH2:13][C:14]2[CH:15]=[CH:16][CH:17]=[CH:18][CH:19]=2)=[C:22]([F:30])[CH:23]=1. (2) Given the reactants I[CH:2]([CH3:4])[CH3:3].[CH3:5][O:6][C:7]1[CH:12]=[CH:11][C:10]([S:13]([NH:16][C:17]2[CH:22]=[CH:21][C:20]([O:23][CH3:24])=[CH:19][CH:18]=2)(=[O:15])=[O:14])=[CH:9][CH:8]=1, predict the reaction product. The product is: [CH:2]([N:16]([C:17]1[CH:22]=[CH:21][C:20]([O:23][CH3:24])=[CH:19][CH:18]=1)[S:13]([C:10]1[CH:11]=[CH:12][C:7]([O:6][CH3:5])=[CH:8][CH:9]=1)(=[O:15])=[O:14])([CH3:4])[CH3:3]. (3) Given the reactants [CH:1]1([CH2:6][CH:7]([C:11]2[CH:16]=[CH:15][C:14]([Cl:17])=[C:13]([Cl:18])[CH:12]=2)[C:8](O)=[O:9])[CH2:5][CH2:4][CH2:3][CH2:2]1.F[P-](F)(F)(F)(F)F.N1(OC(N(C)C)=[N+](C)C)C2C=CC=CC=2N=N1.C(N(CC)C(C)C)(C)C.[NH2:52][C:53]1[S:54][CH:55]=[N:56][N:57]=1, predict the reaction product. The product is: [CH:1]1([CH2:6][CH:7]([C:11]2[CH:16]=[CH:15][C:14]([Cl:17])=[C:13]([Cl:18])[CH:12]=2)[C:8]([NH:52][C:53]2[S:54][CH:55]=[N:56][N:57]=2)=[O:9])[CH2:5][CH2:4][CH2:3][CH2:2]1. (4) Given the reactants [Br:1][C:2]1[CH:23]=[CH:22][C:21]([F:24])=[CH:20][C:3]=1[O:4][CH:5]1[CH2:10][CH2:9][N:8]([C:11]2[S:15][C:14]([C:16](=[N:18][OH:19])[NH2:17])=[N:13][N:12]=2)[CH2:7][CH2:6]1.N1C=CC=C[CH:26]=1.Cl[C:32](=O)[CH2:33][C:34]([O:36][CH2:37][CH3:38])=[O:35], predict the reaction product. The product is: [Br:1][C:2]1[CH:23]=[CH:22][C:21]([F:24])=[CH:20][C:3]=1[O:4][CH:5]1[CH2:10][CH2:9][N:8]([C:11]2[S:15][C:14]([C:16]3[N:17]=[C:26]([CH2:32][CH2:33][C:34]([O:36][CH2:37][CH3:38])=[O:35])[O:19][N:18]=3)=[N:13][N:12]=2)[CH2:7][CH2:6]1. (5) Given the reactants C([NH:5][S:6]([C:9]1[CH:14]=[CH:13][CH:12]=[C:11]([C:15]2[N:20]=[C:19]([C:21]3[CH:26]=[C:25]([C:27]4[CH:28]=[N:29][C:30]([C:33]([F:36])([F:35])[F:34])=[CH:31][CH:32]=4)[CH:24]=[C:23]([CH3:37])[N:22]=3)[CH:18]=[CH:17][CH:16]=2)[CH:10]=1)(=[O:8])=[O:7])(C)(C)C.C(O)(C(F)(F)F)=O, predict the reaction product. The product is: [CH3:37][C:23]1[N:22]=[C:21]([C:19]2[CH:18]=[CH:17][CH:16]=[C:15]([C:11]3[CH:10]=[C:9]([S:6]([NH2:5])(=[O:8])=[O:7])[CH:14]=[CH:13][CH:12]=3)[N:20]=2)[CH:26]=[C:25]([C:27]2[CH:28]=[N:29][C:30]([C:33]([F:35])([F:34])[F:36])=[CH:31][CH:32]=2)[CH:24]=1. (6) Given the reactants [NH2:1][C:2]1[CH:32]=[CH:31][CH:30]=[CH:29][C:3]=1[CH2:4][NH:5][C:6]([C:8]1[N:9]=[C:10]2[N:15]([C:16](=[O:26])[C:17]=1[O:18]CC1C=CC=CC=1)[CH2:14][CH2:13][O:12][C:11]2([CH3:28])[CH3:27])=[O:7].[C:33]1(=O)[O:38][C:36](=[O:37])[CH:35]=[CH:34]1, predict the reaction product. The product is: [O:37]=[C:36]1[CH:35]=[CH:34][C:33](=[O:38])[N:1]1[C:2]1[CH:32]=[CH:31][CH:30]=[CH:29][C:3]=1[CH2:4][NH:5][C:6]([C:8]1[N:9]=[C:10]2[N:15]([C:16](=[O:26])[C:17]=1[OH:18])[CH2:14][CH2:13][O:12][C:11]2([CH3:28])[CH3:27])=[O:7].